Dataset: Forward reaction prediction with 1.9M reactions from USPTO patents (1976-2016). Task: Predict the product of the given reaction. (1) Given the reactants [CH:1]1([CH:8]=[C:9]2[CH2:13][C:12](=[O:14])[CH:11]([C:15]3[C:20]([CH3:21])=[CH:19][C:18]([CH3:22])=[CH:17][C:16]=3[CH3:23])[C:10]2=[O:24])[CH2:7][CH2:6][CH2:5][CH2:4][CH2:3][CH2:2]1, predict the reaction product. The product is: [CH:1]1([CH2:8][CH:9]2[CH2:13][C:12](=[O:14])[CH:11]([C:15]3[C:20]([CH3:21])=[CH:19][C:18]([CH3:22])=[CH:17][C:16]=3[CH3:23])[C:10]2=[O:24])[CH2:2][CH2:3][CH2:4][CH2:5][CH2:6][CH2:7]1. (2) Given the reactants [NH2:1][C:2]1[S:3][CH:4]=[C:5]([CH2:7][C:8]([O:10][CH2:11][CH3:12])=[O:9])[N:6]=1.[CH3:13][O:14][C:15]1[CH:20]=[C:19]([CH3:21])[CH:18]=[CH:17][C:16]=1[S:22](Cl)(=[O:24])=[O:23], predict the reaction product. The product is: [CH3:13][O:14][C:15]1[CH:20]=[C:19]([CH3:21])[CH:18]=[CH:17][C:16]=1[S:22]([NH:1][C:2]1[S:3][CH:4]=[C:5]([CH2:7][C:8]([O:10][CH2:11][CH3:12])=[O:9])[N:6]=1)(=[O:23])=[O:24]. (3) Given the reactants [Br-].[CH2:2]([P+](C1C=CC=CC=1)(C1C=CC=CC=1)C1C=CC=CC=1)[CH2:3][CH2:4][CH2:5][CH2:6][CH2:7][CH2:8][CH2:9][CH2:10][CH3:11].C[Si]([N-][Si](C)(C)C)(C)C.[Na+].[NH:41]1[C:49]2[C:44](=[CH:45][CH:46]=[CH:47][CH:48]=2)[CH:43]=[C:42]1[CH:50]=O.[Cl-].[NH4+], predict the reaction product. The product is: [CH:50]([C:42]1[NH:41][C:49]2[C:44]([CH:43]=1)=[CH:45][CH:46]=[CH:47][CH:48]=2)=[CH:2][CH2:3][CH2:4][CH2:5][CH2:6][CH2:7][CH2:8][CH2:9][CH2:10][CH3:11]. (4) The product is: [CH3:35][N:37]([CH2:6][CH:5]=[O:9])[C:11]([C:12]1[CH:17]=[CH:16][CH:15]=[CH:14][CH:13]=1)([C:24]1[CH:25]=[CH:26][CH:27]=[CH:28][CH:29]=1)[C:18]1[CH:23]=[CH:22][CH:21]=[CH:20][CH:19]=1. Given the reactants CS(C)=O.[C:5](Cl)(=[O:9])[C:6](Cl)=O.[C:11](CNCCO)([C:24]1[CH:29]=[CH:28][CH:27]=[CH:26][CH:25]=1)([C:18]1[CH:23]=[CH:22][CH:21]=[CH:20][CH:19]=1)[C:12]1[CH:17]=[CH:16][CH:15]=[CH:14][CH:13]=1.[CH2:35]([N:37](CC)CC)C, predict the reaction product. (5) Given the reactants CCN(C(C)C)C(C)C.[NH2:10][CH2:11][C:12]1([C:15]([O:17][CH2:18][CH3:19])=[O:16])[CH2:14][CH2:13]1.[CH2:20]([N:27]=[C:28]=[O:29])[C:21]1[CH:26]=[CH:25][CH:24]=[CH:23][CH:22]=1, predict the reaction product. The product is: [CH2:20]([NH:27][C:28](=[O:29])[NH:10][CH2:11][C:12]1([C:15]([O:17][CH2:18][CH3:19])=[O:16])[CH2:14][CH2:13]1)[C:21]1[CH:26]=[CH:25][CH:24]=[CH:23][CH:22]=1. (6) Given the reactants [Br:1][C:2]1[C:3]2[N:4]([N:8]=[C:9]([NH2:11])[N:10]=2)[CH:5]=[CH:6][CH:7]=1.[C:12](O[C:12]([O:14][C:15]([CH3:18])([CH3:17])[CH3:16])=[O:13])([O:14][C:15]([CH3:18])([CH3:17])[CH3:16])=[O:13], predict the reaction product. The product is: [Br:1][C:2]1[C:3]2[N:4]([N:8]=[C:9]([N:11]([C:12]([O:14][C:15]([CH3:18])([CH3:17])[CH3:16])=[O:13])[C:12]([O:14][C:15]([CH3:18])([CH3:17])[CH3:16])=[O:13])[N:10]=2)[CH:5]=[CH:6][CH:7]=1.